Dataset: Catalyst prediction with 721,799 reactions and 888 catalyst types from USPTO. Task: Predict which catalyst facilitates the given reaction. (1) The catalyst class is: 577. Reactant: [CH2:1]([O:17][CH2:18][CH:19]([CH2:21][OH:22])[OH:20])[CH2:2][CH2:3][CH2:4][CH2:5][CH2:6][CH2:7][CH2:8]/[CH:9]=[CH:10]\[CH2:11][CH2:12][CH2:13][CH2:14][CH2:15][CH3:16].[C:23]1([C:29]([C:37]2[CH:42]=[CH:41][CH:40]=[CH:39][CH:38]=2)([C:31]2[CH:36]=[CH:35][CH:34]=[CH:33][CH:32]=2)Cl)[CH:28]=[CH:27][CH:26]=[CH:25][CH:24]=1.C(N(CC)CC)C. Product: [CH2:1]([O:17][CH2:18][C@@H:19]([CH2:21][O:22][C:29]([C:23]1[CH:28]=[CH:27][CH:26]=[CH:25][CH:24]=1)([C:37]1[CH:38]=[CH:39][CH:40]=[CH:41][CH:42]=1)[C:31]1[CH:32]=[CH:33][CH:34]=[CH:35][CH:36]=1)[OH:20])[CH2:2][CH2:3][CH2:4][CH2:5][CH2:6][CH2:7][CH2:8]/[CH:9]=[CH:10]\[CH2:11][CH2:12][CH2:13][CH2:14][CH2:15][CH3:16]. (2) Reactant: [C:1]([C:3]1[CH:19]=[CH:18][C:6]([O:7][C:8]2[CH:9]=[CH:10][C:11]3[B:15]([OH:16])[O:14][CH2:13][C:12]=3[CH:17]=2)=[C:5]([OH:20])[CH:4]=1)#N.[OH-:21].[Na+].Cl.C[OH:25]. Product: [C:1]([C:3]1[CH:19]=[CH:18][C:6]([O:7][C:8]2[CH:9]=[CH:10][C:11]3[B:15]([OH:16])[O:14][CH2:13][C:12]=3[CH:17]=2)=[C:5]([OH:20])[CH:4]=1)([OH:25])=[O:21]. The catalyst class is: 12. (3) Reactant: [CH3:1][N:2]([CH3:9])[CH2:3][C:4]1[S:5][CH:6]=[CH:7][N:8]=1.[O:10]1[C:14]2([CH2:19][CH2:18][C:17](=[O:20])[CH2:16][CH2:15]2)[O:13][CH2:12][CH2:11]1. Product: [CH3:1][N:2]([CH2:3][C:4]1[S:5][C:6]([C:17]2([OH:20])[CH2:18][CH2:19][C:14]3([O:13][CH2:12][CH2:11][O:10]3)[CH2:15][CH2:16]2)=[CH:7][N:8]=1)[CH3:9]. The catalyst class is: 28. (4) Reactant: Cl[C:2]1[C:7]([Cl:8])=[CH:6][C:5]([N+:9]([O-:11])=[O:10])=[CH:4][N:3]=1.[C:12]([O:20][C:21]([CH3:24])([CH3:23])[CH3:22])(=[O:19])[CH2:13][C:14]([O:16][CH2:17][CH3:18])=[O:15].C([O-])([O-])=O.[K+].[K+].Cl. Product: [Cl:8][C:7]1[C:2]([CH:13]([C:14]([O:16][CH2:17][CH3:18])=[O:15])[C:12]([O:20][C:21]([CH3:24])([CH3:22])[CH3:23])=[O:19])=[N:3][CH:4]=[C:5]([N+:9]([O-:11])=[O:10])[CH:6]=1. The catalyst class is: 58. (5) Reactant: [Cl:1][C:2]1[CH:3]=[C:4]([NH:9][C:10]2[N:14]=[C:13]([NH:15][CH2:16][C:17]3[CH:18]=[CH:19][C:20]([NH:23]C(=O)OC(C)(C)C)=[N:21][CH:22]=3)[NH:12][N:11]=2)[CH:5]=[C:6]([Cl:8])[CH:7]=1.C(O)(C(F)(F)F)=O. Product: [NH2:23][C:20]1[N:21]=[CH:22][C:17]([CH2:16][NH:15][C:13]2[NH:12][N:11]=[C:10]([NH:9][C:4]3[CH:3]=[C:2]([Cl:1])[CH:7]=[C:6]([Cl:8])[CH:5]=3)[N:14]=2)=[CH:18][CH:19]=1. The catalyst class is: 2.